This data is from Reaction yield outcomes from USPTO patents with 853,638 reactions. The task is: Predict the reaction yield, written as a fraction of the theoretical maximum amount of product (1.0 means a 100% yield; for example, 0.34 means a 34% yield). (1) The reactants are [CH3:1][O:2][CH2:3][CH2:4][N:5]([CH2:17][CH2:18][O:19][CH3:20])[C:6]1[O:7][CH2:8][C:9](=[O:16])[C:10]=1[C:11]([O:13][CH2:14][CH3:15])=[O:12].[NH:21]1[C:29]2[C:24](=[CH:25][CH:26]=[CH:27][N:28]=2)[C:23]([CH:30]=O)=[CH:22]1.N1CCC[C@H]1C(O)=O. The catalyst is C(O)C. The product is [NH:21]1[C:29]2=[N:28][CH:27]=[CH:26][CH:25]=[C:24]2[C:23]([CH:30]=[C:8]2[O:7][C:6]([N:5]([CH2:17][CH2:18][O:19][CH3:20])[CH2:4][CH2:3][O:2][CH3:1])=[C:10]([C:11]([O:13][CH2:14][CH3:15])=[O:12])[C:9]2=[O:16])=[CH:22]1. The yield is 0.110. (2) The reactants are [Cl-].[CH:2]1[C:11]2[C:6](=[CH:7][CH:8]=[CH:9][CH:10]=2)[CH:5]=[CH:4][C:3]=1[C:12](=[O:15])[CH2:13][NH3+:14].[CH:16]1[C:25]2[C:20](=[CH:21][CH:22]=[CH:23][CH:24]=2)[CH:19]=[CH:18][C:17]=1[S:26](Cl)(=[O:28])=[O:27].CCN(CC)CC. The catalyst is CN(C=O)C. The product is [CH:2]1[C:11]2[C:6](=[CH:7][CH:8]=[CH:9][CH:10]=2)[CH:5]=[CH:4][C:3]=1[C:12](=[O:15])[CH2:13][NH:14][S:26]([C:17]1[CH:18]=[CH:19][C:20]2[C:25](=[CH:24][CH:23]=[CH:22][CH:21]=2)[CH:16]=1)(=[O:28])=[O:27]. The yield is 0.104.